Regression. Given two drug SMILES strings and cell line genomic features, predict the synergy score measuring deviation from expected non-interaction effect. From a dataset of NCI-60 drug combinations with 297,098 pairs across 59 cell lines. (1) Synergy scores: CSS=3.82, Synergy_ZIP=-4.49, Synergy_Bliss=-3.53, Synergy_Loewe=-20.6, Synergy_HSA=-4.86. Drug 1: C1CN(P(=O)(OC1)NCCCl)CCCl. Cell line: TK-10. Drug 2: CCC1(C2=C(COC1=O)C(=O)N3CC4=CC5=C(C=CC(=C5CN(C)C)O)N=C4C3=C2)O.Cl. (2) Drug 1: CN(CC1=CN=C2C(=N1)C(=NC(=N2)N)N)C3=CC=C(C=C3)C(=O)NC(CCC(=O)O)C(=O)O. Drug 2: C1CN(P(=O)(OC1)NCCCl)CCCl. Cell line: SNB-75. Synergy scores: CSS=5.50, Synergy_ZIP=-9.31, Synergy_Bliss=-3.11, Synergy_Loewe=-43.4, Synergy_HSA=-4.61. (3) Drug 1: CCCS(=O)(=O)NC1=C(C(=C(C=C1)F)C(=O)C2=CNC3=C2C=C(C=N3)C4=CC=C(C=C4)Cl)F. Drug 2: C1=CC(=C2C(=C1NCCNCCO)C(=O)C3=C(C=CC(=C3C2=O)O)O)NCCNCCO. Cell line: SF-539. Synergy scores: CSS=52.4, Synergy_ZIP=10.7, Synergy_Bliss=11.2, Synergy_Loewe=-5.33, Synergy_HSA=12.0. (4) Drug 1: CCC1=CC2CC(C3=C(CN(C2)C1)C4=CC=CC=C4N3)(C5=C(C=C6C(=C5)C78CCN9C7C(C=CC9)(C(C(C8N6C)(C(=O)OC)O)OC(=O)C)CC)OC)C(=O)OC.C(C(C(=O)O)O)(C(=O)O)O. Drug 2: CC1OCC2C(O1)C(C(C(O2)OC3C4COC(=O)C4C(C5=CC6=C(C=C35)OCO6)C7=CC(=C(C(=C7)OC)O)OC)O)O. Cell line: BT-549. Synergy scores: CSS=58.0, Synergy_ZIP=-2.93, Synergy_Bliss=-3.73, Synergy_Loewe=-5.26, Synergy_HSA=1.02. (5) Drug 1: CC1=C(C=C(C=C1)NC2=NC=CC(=N2)N(C)C3=CC4=NN(C(=C4C=C3)C)C)S(=O)(=O)N.Cl. Drug 2: CN(CCCl)CCCl.Cl. Cell line: SF-539. Synergy scores: CSS=9.90, Synergy_ZIP=-8.36, Synergy_Bliss=-4.99, Synergy_Loewe=-3.27, Synergy_HSA=-2.96.